Dataset: Full USPTO retrosynthesis dataset with 1.9M reactions from patents (1976-2016). Task: Predict the reactants needed to synthesize the given product. (1) Given the product [C:21]([N:19]1[CH2:20][CH:17]([N:10]2[CH2:9][C:8]3[C:7]([F:24])=[C:6]([Cl:25])[CH:5]=[C:4]([CH:1]([OH:3])[CH3:2])[C:14]=3[O:13][CH:12]([CH3:15])[C:11]2=[O:16])[CH2:18]1)(=[O:23])[CH3:22], predict the reactants needed to synthesize it. The reactants are: [C:1]([C:4]1[C:14]2[O:13][CH:12]([CH3:15])[C:11](=[O:16])[N:10]([CH:17]3[CH2:20][N:19]([C:21](=[O:23])[CH3:22])[CH2:18]3)[CH2:9][C:8]=2[C:7]([F:24])=[C:6]([Cl:25])[CH:5]=1)(=[O:3])[CH3:2].[BH4-].[Na+].C(O)(=O)C. (2) Given the product [C:20]([C:19]1[CH:22]=[CH:23][C:16]([NH:15][C:12]([C:3]2[C:4]3[C:9](=[CH:8][CH:7]=[CH:6][CH:5]=3)[CH:10]=[CH:11][C:2]=2[OH:1])=[O:14])=[C:17]([O:24][C:25]([F:26])([F:27])[F:28])[CH:18]=1)#[N:21], predict the reactants needed to synthesize it. The reactants are: [OH:1][C:2]1[CH:11]=[CH:10][C:9]2[C:4](=[CH:5][CH:6]=[CH:7][CH:8]=2)[C:3]=1[C:12]([OH:14])=O.[NH2:15][C:16]1[CH:23]=[CH:22][C:19]([C:20]#[N:21])=[CH:18][C:17]=1[O:24][C:25]([F:28])([F:27])[F:26]. (3) Given the product [CH3:1][C:2]1[CH:3]=[C:4]([N+:10]([O-:12])=[O:11])[C:5](=[O:9])[NH:6][C:7]=1[CH3:8], predict the reactants needed to synthesize it. The reactants are: [CH3:1][C:2]1[CH:3]=[CH:4][C:5](=[O:9])[NH:6][C:7]=1[CH3:8].[N+:10]([O-])([OH:12])=[O:11].